Task: Predict the product of the given reaction.. Dataset: Forward reaction prediction with 1.9M reactions from USPTO patents (1976-2016) (1) The product is: [CH3:1][O:2][C:3]1[CH:10]=[C:9]([C:11]([F:14])([F:13])[F:12])[CH:8]=[CH:7][C:4]=1[OH:20]. Given the reactants [CH3:1][O:2][C:3]1[CH:10]=[C:9]([C:11]([F:14])([F:13])[F:12])[CH:8]=[CH:7][C:4]=1C=O.ClC1C=C(C=CC=1)C(OO)=[O:20].C(N(CC)CC)C, predict the reaction product. (2) Given the reactants [F:1][C:2]([F:13])([F:12])[CH2:3][O:4][C:5]1[CH:11]=[CH:10][C:8]([NH2:9])=[CH:7][CH:6]=1.Cl.[C:15](Cl)(Cl)=[S:16].C(=O)([O-])O.[Na+], predict the reaction product. The product is: [N:9]([C:8]1[CH:10]=[CH:11][C:5]([O:4][CH2:3][C:2]([F:12])([F:13])[F:1])=[CH:6][CH:7]=1)=[C:15]=[S:16]. (3) Given the reactants [O:1]([CH2:21][CH2:22][NH:23][C:24]([C:26]1[S:27][C:28]2[CH:34]=[CH:33][C:32]([O:35][CH3:36])=[C:31]([N+:37]([O-])=O)[C:29]=2[N:30]=1)=[O:25])[CH2:2][CH2:3][NH:4][C:5]([C:7]1[S:8][C:9]2[CH:15]=[CH:14][C:13]([O:16][CH3:17])=[C:12]([N+:18]([O-])=O)[C:10]=2[N:11]=1)=[O:6].O, predict the reaction product. The product is: [O:1]([CH2:21][CH2:22][NH:23][C:24]([C:26]1[S:27][C:28]2[CH:34]=[CH:33][C:32]([O:35][CH3:36])=[C:31]([NH2:37])[C:29]=2[N:30]=1)=[O:25])[CH2:2][CH2:3][NH:4][C:5]([C:7]1[S:8][C:9]2[CH:15]=[CH:14][C:13]([O:16][CH3:17])=[C:12]([NH2:18])[C:10]=2[N:11]=1)=[O:6].